This data is from Catalyst prediction with 721,799 reactions and 888 catalyst types from USPTO. The task is: Predict which catalyst facilitates the given reaction. (1) Reactant: [Li].C([N-]C(C)C)(C)C.[CH2:9]([O:11][C:12](=[O:18])[CH2:13][O:14][CH2:15][CH2:16][CH3:17])[CH3:10].[CH3:19][Si:20]([CH3:37])([CH3:36])[CH2:21][CH2:22][O:23][CH2:24][N:25]1[C:33]2[C:28](=[CH:29][C:30]([CH:34]=[O:35])=[CH:31][CH:32]=2)[CH:27]=[CH:26]1. Product: [CH2:9]([O:11][C:12](=[O:18])[CH:13]([O:14][CH2:15][CH2:16][CH3:17])[CH:34]([OH:35])[C:30]1[CH:29]=[C:28]2[C:33](=[CH:32][CH:31]=1)[N:25]([CH2:24][O:23][CH2:22][CH2:21][Si:20]([CH3:36])([CH3:19])[CH3:37])[CH:26]=[CH:27]2)[CH3:10]. The catalyst class is: 7. (2) Reactant: [F:1][C:2]1[CH:7]=[CH:6][C:5]([N:8]2[C:13]3[CH:14]=[CH:15][C:16]([N:18](S(C)(=O)=O)[S:19]([CH3:22])(=[O:21])=[O:20])=[CH:17][C:12]=3[O:11][C:10]([CH3:28])([CH3:27])[C:9]2=[O:29])=[CH:4][CH:3]=1.C(=O)([O-])[O-].[K+].[K+].O.Cl.O. Product: [F:1][C:2]1[CH:3]=[CH:4][C:5]([N:8]2[C:13]3[CH:14]=[CH:15][C:16]([NH:18][S:19]([CH3:22])(=[O:20])=[O:21])=[CH:17][C:12]=3[O:11][C:10]([CH3:27])([CH3:28])[C:9]2=[O:29])=[CH:6][CH:7]=1. The catalyst class is: 16.